This data is from Reaction yield outcomes from USPTO patents with 853,638 reactions. The task is: Predict the reaction yield, written as a fraction of the theoretical maximum amount of product (1.0 means a 100% yield; for example, 0.34 means a 34% yield). (1) The reactants are [CH3:1][N:2]([CH3:7])[S:3](Cl)(=[O:5])=[O:4].[NH2:8][C@@H:9]1[CH2:13][CH2:12][N:11]([CH2:14][C:15]2[CH:24]=[C:23]3[C:18]([C:19](=[O:39])[N:20]([CH2:26][C:27]4[CH:32]=[C:31]([Cl:33])[CH:30]=[CH:29][C:28]=4[S:34]([CH2:37][CH3:38])(=[O:36])=[O:35])[C:21](=[O:25])[NH:22]3)=[CH:17][C:16]=2[Br:40])[CH2:10]1.C(N(CC)CC)C.C(=O)(O)[O-].[Na+]. The catalyst is CC(N(C)C)=O. The product is [Br:40][C:16]1[CH:17]=[C:18]2[C:23](=[CH:24][C:15]=1[CH2:14][N:11]1[CH2:12][CH2:13][C@@H:9]([NH:8][S:3]([N:2]([CH3:7])[CH3:1])(=[O:5])=[O:4])[CH2:10]1)[NH:22][C:21](=[O:25])[N:20]([CH2:26][C:27]1[CH:32]=[C:31]([Cl:33])[CH:30]=[CH:29][C:28]=1[S:34]([CH2:37][CH3:38])(=[O:36])=[O:35])[C:19]2=[O:39]. The yield is 0.520. (2) The yield is 0.951. The reactants are C(OC([N:11]1[CH2:16][CH2:15][CH:14]([CH2:17][CH2:18][O:19][C:20]2[CH:25]=[CH:24][C:23]([F:26])=[CH:22][CH:21]=2)[CH2:13][CH2:12]1)=O)C1C=CC=CC=1.[H][H]. The catalyst is CO.[C].[Pd]. The product is [F:26][C:23]1[CH:22]=[CH:21][C:20]([O:19][CH2:18][CH2:17][CH:14]2[CH2:13][CH2:12][NH:11][CH2:16][CH2:15]2)=[CH:25][CH:24]=1. (3) The reactants are [CH3:1][C:2]1[CH:7]=[CH:6][CH:5]=[CH:4][C:3]=1[C:8]1[C:16]2[O:15][CH:14]([CH2:17][OH:18])[CH2:13][C:12]=2[CH:11]=[CH:10][C:9]=1[Cl:19].[C:20]1([CH3:30])[CH:25]=[CH:24][C:23]([S:26](Cl)(=[O:28])=[O:27])=[CH:22][CH:21]=1. No catalyst specified. The product is [CH3:30][C:20]1[CH:25]=[CH:24][C:23]([S:26]([O:18][CH2:17][CH:14]2[CH2:13][C:12]3[CH:11]=[CH:10][C:9]([Cl:19])=[C:8]([C:3]4[CH:4]=[CH:5][CH:6]=[CH:7][C:2]=4[CH3:1])[C:16]=3[O:15]2)(=[O:28])=[O:27])=[CH:22][CH:21]=1. The yield is 0.850. (4) The product is [C:17]([NH:21][N:22]=[CH:11][C:10]1[CH:13]=[CH:14][C:7]([O:6][C:5]2[CH:15]=[CH:16][C:2]([F:1])=[CH:3][CH:4]=2)=[CH:8][CH:9]=1)([O:19][CH3:20])=[O:18]. The catalyst is C(O)C.O. The yield is 0.580. The reactants are [F:1][C:2]1[CH:16]=[CH:15][C:5]([O:6][C:7]2[CH:14]=[CH:13][C:10]([CH:11]=O)=[CH:9][CH:8]=2)=[CH:4][CH:3]=1.[C:17]([NH:21][NH2:22])([O:19][CH3:20])=[O:18].CC(O)=O. (5) The reactants are O[CH2:2][CH:3]([NH:11][C:12]1[NH:13][N:14]2[C:21]([CH:22]([CH3:24])[CH3:23])=[N:20][CH:19]=[C:15]2[C:16](=[O:18])[N:17]=1)[C:4]1[CH:9]=[CH:8][C:7]([CH3:10])=[CH:6][CH:5]=1.S(Cl)(C)(=O)=O. The catalyst is C(Cl)Cl. The product is [CH:22]([C:21]1[N:14]2[C:15]([C:16](=[O:18])[N:17]3[CH2:2][CH:3]([C:4]4[CH:9]=[CH:8][C:7]([CH3:10])=[CH:6][CH:5]=4)[N:11]=[C:12]3[NH:13]2)=[CH:19][N:20]=1)([CH3:24])[CH3:23]. The yield is 0.660. (6) The reactants are [CH3:1][O:2][C:3]1[CH:8]=[CH:7][CH:6]=[CH:5][C:4]=1[C:9]1[CH:17]=[C:16]2[C:12]([CH2:13][C:14](=[O:18])[NH:15]2)=[CH:11][CH:10]=1.[CH3:19][N:20]([CH3:35])[CH2:21][CH2:22][NH:23][C:24]([C:26]1[C:30]([CH3:31])=[C:29]([CH:32]=O)[NH:28][C:27]=1[CH3:34])=[O:25]. No catalyst specified. The product is [CH3:19][N:20]([CH3:35])[CH2:21][CH2:22][NH:23][C:24]([C:26]1[C:30]([CH3:31])=[C:29]([CH:32]=[C:13]2[C:12]3[C:16](=[CH:17][C:9]([C:4]4[CH:5]=[CH:6][CH:7]=[CH:8][C:3]=4[O:2][CH3:1])=[CH:10][CH:11]=3)[NH:15][C:14]2=[O:18])[NH:28][C:27]=1[CH3:34])=[O:25]. The yield is 1.00.